From a dataset of Full USPTO retrosynthesis dataset with 1.9M reactions from patents (1976-2016). Predict the reactants needed to synthesize the given product. (1) Given the product [Cl:1][C:2]1[CH:3]=[CH:4][C:5]([NH:8][C:9]([C:11]2[CH:16]=[C:15]([Cl:17])[CH:14]=[CH:13][C:12]=2[NH:18][C:19]([C:21]2[CH:26]=[CH:25][C:24]([S:27]([CH2:40][CH2:41][OH:42])(=[NH:29])=[O:28])=[CH:23][CH:22]=2)=[O:20])=[O:10])=[N:6][CH:7]=1, predict the reactants needed to synthesize it. The reactants are: [Cl:1][C:2]1[CH:3]=[CH:4][C:5]([NH:8][C:9]([C:11]2[CH:16]=[C:15]([Cl:17])[CH:14]=[CH:13][C:12]=2[NH:18][C:19]([C:21]2[CH:26]=[CH:25][C:24]([S:27]([CH2:40][CH2:41][O:42]C)(=[N:29]C(OCC3C=CC=CC=3)=O)=[O:28])=[CH:23][CH:22]=2)=[O:20])=[O:10])=[N:6][CH:7]=1.B(Br)(Br)Br. (2) Given the product [NH2:46][CH2:45][C:44]([N:22]1[CH2:23][C@@H:24]([O:25][CH2:26][CH2:27][CH2:28][CH2:29][CH2:30][CH2:31][CH2:32][CH2:33]/[CH:34]=[CH:35]\[CH2:36]/[CH:37]=[CH:38]\[CH2:39][CH2:40][CH2:41][CH2:42][CH3:43])[C@H:20]([O:19][CH2:1][CH2:2][CH2:3][CH2:4][CH2:5][CH2:6][CH2:7][CH2:8]/[CH:9]=[CH:10]\[CH2:11]/[CH:12]=[CH:13]\[CH2:14][CH2:15][CH2:16][CH2:17][CH3:18])[CH2:21]1)=[O:54], predict the reactants needed to synthesize it. The reactants are: [CH2:1]([O:19][C@H:20]1[C@H:24]([O:25][CH2:26][CH2:27][CH2:28][CH2:29][CH2:30][CH2:31][CH2:32][CH2:33]/[CH:34]=[CH:35]\[CH2:36]/[CH:37]=[CH:38]\[CH2:39][CH2:40][CH2:41][CH2:42][CH3:43])[CH2:23][N:22]([C:44](=[O:54])[CH2:45][NH:46]C(=O)OC(C)(C)C)[CH2:21]1)[CH2:2][CH2:3][CH2:4][CH2:5][CH2:6][CH2:7][CH2:8]/[CH:9]=[CH:10]\[CH2:11]/[CH:12]=[CH:13]\[CH2:14][CH2:15][CH2:16][CH2:17][CH3:18].FC(F)(F)C(O)=O. (3) Given the product [C:1]1([C:7]2[CH:14]=[CH:13][C:10]([CH2:11][Br:16])=[CH:9][CH:8]=2)[CH:6]=[CH:5][CH:4]=[CH:3][CH:2]=1, predict the reactants needed to synthesize it. The reactants are: [C:1]1([C:7]2[CH:14]=[CH:13][C:10]([CH2:11]O)=[CH:9][CH:8]=2)[CH:6]=[CH:5][CH:4]=[CH:3][CH:2]=1.P(Br)(Br)[Br:16]. (4) Given the product [CH:1]1([C:4]#[C:5][CH2:6][N:22]=[N+:23]=[N-:24])[CH2:3][CH2:2]1, predict the reactants needed to synthesize it. The reactants are: [CH:1]1([C:4]#[C:5][CH2:6]O)[CH2:3][CH2:2]1.C1C=CC(P([N:22]=[N+:23]=[N-:24])(C2C=CC=CC=2)=O)=CC=1.C1CCN2C(=NCCC2)CC1. (5) Given the product [C:27]([C:31]1[CH:32]=[C:33]([NH:38][C:20](=[O:22])[C:19]2[CH:23]=[CH:24][C:25]([CH3:26])=[C:17]([N:15]3[CH:16]=[C:12]([C:9]4[CH:10]=[N:11][C:6]([NH:5][CH2:4][CH:1]5[CH2:3][CH2:2]5)=[CH:7][CH:8]=4)[N:13]=[N:14]3)[CH:18]=2)[C:34]([CH3:37])=[N:35][CH:36]=1)([CH3:30])([CH3:29])[CH3:28], predict the reactants needed to synthesize it. The reactants are: [CH:1]1([CH2:4][NH:5][C:6]2[N:11]=[CH:10][C:9]([C:12]3[N:13]=[N:14][N:15]([C:17]4[CH:18]=[C:19]([CH:23]=[CH:24][C:25]=4[CH3:26])[C:20]([OH:22])=O)[CH:16]=3)=[CH:8][CH:7]=2)[CH2:3][CH2:2]1.[C:27]([C:31]1[CH:32]=[C:33]([NH2:38])[C:34]([CH3:37])=[N:35][CH:36]=1)([CH3:30])([CH3:29])[CH3:28]. (6) Given the product [Cl:28][C:25]1[CH:26]=[CH:27][C:22]([CH:21]=[CH:42][CH2:41][CH2:40][CH2:39][C:36]2[CH:37]=[CH:38][C:33]([N+:30]([O-:32])=[O:31])=[CH:34][CH:35]=2)=[CH:23][C:24]=1[Cl:29], predict the reactants needed to synthesize it. The reactants are: BrP([CH2:21][C:22]1[CH:27]=[CH:26][C:25]([Cl:28])=[C:24]([Cl:29])[CH:23]=1)(C1C=CC=CC=1)(C1C=CC=CC=1)C1C=CC=CC=1.[N+:30]([C:33]1[CH:38]=[CH:37][C:36]([CH2:39][CH2:40][CH2:41][CH:42]=O)=[CH:35][CH:34]=1)([O-:32])=[O:31]. (7) The reactants are: [Cl:1][C:2]1[NH:10][C:9]2[C:8](=[O:11])[N:7]([CH2:12][CH2:13][CH2:14][C:15]([O:17]CC)=O)[C:6](=[O:20])[N:5]([CH2:21][CH2:22][CH2:23][CH2:24][CH3:25])[C:4]=2[N:3]=1.O[NH:27][C:28](=[NH:37])[CH:29]([C:31]1[CH:36]=[CH:35][CH:34]=[CH:33][CH:32]=1)[CH3:30].CC[O-].[Na+]. Given the product [Cl:1][C:2]1[NH:10][C:9]2[C:8](=[O:11])[N:7]([CH2:12][CH2:13][CH2:14][C:15]3[O:17][N:37]=[C:28]([CH:29]([C:31]4[CH:36]=[CH:35][CH:34]=[CH:33][CH:32]=4)[CH3:30])[N:27]=3)[C:6](=[O:20])[N:5]([CH2:21][CH2:22][CH2:23][CH2:24][CH3:25])[C:4]=2[N:3]=1, predict the reactants needed to synthesize it. (8) Given the product [CH3:14][C:15]1([CH3:31])[C:19]([CH3:21])([CH3:20])[O:18][B:17]([CH2:2][C:3]2[CH:8]=[CH:7][C:6]([CH2:9][C:10]([O:12][CH3:13])=[O:11])=[CH:5][CH:4]=2)[O:16]1, predict the reactants needed to synthesize it. The reactants are: Br[CH2:2][C:3]1[CH:8]=[CH:7][C:6]([CH2:9][C:10]([O:12][CH3:13])=[O:11])=[CH:5][CH:4]=1.[CH3:14][C:15]1([CH3:31])[C:19]([CH3:21])([CH3:20])[O:18][B:17]([B:17]2[O:18][C:19]([CH3:21])([CH3:20])[C:15]([CH3:31])([CH3:14])[O:16]2)[O:16]1.C([O-])([O-])=O.[K+].[K+].O1CCOCC1.